This data is from Catalyst prediction with 721,799 reactions and 888 catalyst types from USPTO. The task is: Predict which catalyst facilitates the given reaction. (1) Reactant: [CH2:1]([O:3][C:4](=[O:12])[C:5]1[CH:10]=[CH:9][C:8]([NH2:11])=[CH:7][CH:6]=1)[CH3:2].[Br:13][C:14]1[CH:15]=[C:16]([CH:19]=[CH:20][C:21]=1[F:22])[CH:17]=O. Product: [CH2:1]([O:3][C:4](=[O:12])[C:5]1[CH:10]=[CH:9][C:8]([N:11]=[CH:17][C:16]2[CH:19]=[CH:20][C:21]([F:22])=[C:14]([Br:13])[CH:15]=2)=[CH:7][CH:6]=1)[CH3:2]. The catalyst class is: 8. (2) Reactant: FC(F)(F)C([N:5]1[CH2:11][CH2:10][C:9]2[C:12]([I:20])=[CH:13][C:14]([S:16](F)(=[O:18])=[O:17])=[CH:15][C:8]=2[CH2:7][CH2:6]1)=O.[F:23][C:24]1[CH:29]=[CH:28][C:27]([Mg]Cl)=[CH:26][CH:25]=1.C(C(C(C([O-])=O)O)O)([O-])=O.[K+].[Na+]. Product: [F:23][C:24]1[CH:29]=[CH:28][C:27]([S:16]([C:14]2[CH:13]=[C:12]([I:20])[C:9]3[CH2:10][CH2:11][NH:5][CH2:6][CH2:7][C:8]=3[CH:15]=2)(=[O:17])=[O:18])=[CH:26][CH:25]=1. The catalyst class is: 7. (3) Reactant: [CH:1]1[C:6]2[NH:7][C:8]3[C:9](=[CH:10][CH:11]=[C:12]4[C:20]=3[NH:19][C:18]3[C:13]4=[CH:14][CH:15]=[CH:16][CH:17]=3)[C:5]=2[CH:4]=[CH:3][CH:2]=1.[H-].[Na+].[I:23][C:24]1[CH:29]=[CH:28][CH:27]=[CH:26][C:25]=1[S:30](Cl)(=[O:32])=[O:31]. Product: [I:23][C:24]1[CH:29]=[CH:28][CH:27]=[CH:26][C:25]=1[S:30]([N:7]1[C:8]2[C:9](=[CH:10][CH:11]=[C:12]3[C:13]4[C:18](=[CH:17][CH:16]=[CH:15][CH:14]=4)[NH:19][C:20]3=2)[C:5]2[C:6]1=[CH:1][CH:2]=[CH:3][CH:4]=2)(=[O:32])=[O:31]. The catalyst class is: 1.